Dataset: Forward reaction prediction with 1.9M reactions from USPTO patents (1976-2016). Task: Predict the product of the given reaction. (1) Given the reactants [OH:1][C:2]([C:5]1([S:8]([NH2:11])(=[O:10])=[O:9])[CH2:7][CH2:6]1)([CH3:4])[CH3:3].[CH3:12][Si]([N-][Si](C)(C)C)(C)C.[Na+].[N-:22]=[C:23]=S.BrN1[C:30](=O)[CH2:29][CH2:28][C:27]1=O.[CH2:33]1[CH2:37][O:36][CH2:35][CH2:34]1, predict the reaction product. The product is: [CH3:3][C:2]1([CH3:4])[C:5]2([CH2:6][CH2:7]2)[S:8](=[O:9])(=[O:10])[N:11]=[C:23]([NH:22][C@H:33]([C:37]2[CH:12]=[CH:30][CH:29]=[CH:28][CH:27]=2)[CH2:34][CH2:35][OH:36])[O:1]1. (2) Given the reactants [CH3:1][O:2][C:3](=[O:16])[C:4]1[CH:12]=[C:11]([CH2:13][O:14][CH3:15])[CH:10]=[C:6]([C:7](O)=[O:8])[CH:5]=1.O=S(Cl)Cl.[NH3:21].CO, predict the reaction product. The product is: [CH3:1][O:2][C:3](=[O:16])[C:4]1[CH:12]=[C:11]([CH2:13][O:14][CH3:15])[CH:10]=[C:6]([C:7]([NH2:21])=[O:8])[CH:5]=1.